This data is from Reaction yield outcomes from USPTO patents with 853,638 reactions. The task is: Predict the reaction yield, written as a fraction of the theoretical maximum amount of product (1.0 means a 100% yield; for example, 0.34 means a 34% yield). (1) The reactants are [CH2:1]1[CH:3]2[C:4]([O:6][C:7](=[O:8])[CH:2]12)=O.[NH2:9][CH2:10][CH2:11][CH2:12][OH:13]. No catalyst specified. The product is [OH:13][CH2:12][CH2:11][CH2:10][N:9]1[C:7](=[O:8])[CH:2]2[CH:3]([CH2:1]2)[C:4]1=[O:6]. The yield is 0.490. (2) The reactants are C[O:2][C:3]([C:5]1[N:6]([CH2:31][CH:32]=O)[CH:7]=[C:8]([C:20](=[O:30])[NH:21][CH2:22][C:23]2[CH:28]=[CH:27][C:26]([F:29])=[CH:25][CH:24]=2)[C:9](=[O:19])[C:10]=1[O:11][CH2:12][C:13]1[CH:18]=[CH:17][CH:16]=[CH:15][CH:14]=1)=O.[NH2:34][C@@H:35]([CH2:43][CH:44]([CH3:46])[CH3:45])[CH2:36][CH2:37][NH:38][CH2:39][CH:40]([CH3:42])[CH3:41].C(O)(=O)C. The catalyst is ClCCl. The product is [F:29][C:26]1[CH:27]=[CH:28][C:23]([CH2:22][NH:21][C:20]([C:8]2[C:9](=[O:19])[C:10]([O:11][CH2:12][C:13]3[CH:14]=[CH:15][CH:16]=[CH:17][CH:18]=3)=[C:5]3[C:3](=[O:2])[N:34]4[C@@H:35]([CH2:43][CH:44]([CH3:46])[CH3:45])[CH2:36][CH2:37][N:38]([CH2:39][CH:40]([CH3:41])[CH3:42])[C@@H:32]4[CH2:31][N:6]3[CH:7]=2)=[O:30])=[CH:24][CH:25]=1. The yield is 0.250. (3) The product is [CH3:20][N:2]([CH3:1])[CH2:3][CH2:4][CH2:5][O:6][C:7]1[CH:12]=[CH:11][C:10]([NH:13][C:29]([NH:28][C:23]2[CH:24]=[CH:25][CH:26]=[CH:27][C:22]=2[F:21])=[O:30])=[CH:9][C:8]=1[C:14]1[N:15]([CH3:19])[N:16]=[CH:17][CH:18]=1. The catalyst is C(Cl)Cl. The reactants are [CH3:1][N:2]([CH3:20])[CH2:3][CH2:4][CH2:5][O:6][C:7]1[CH:12]=[CH:11][C:10]([NH2:13])=[CH:9][C:8]=1[C:14]1[N:15]([CH3:19])[N:16]=[CH:17][CH:18]=1.[F:21][C:22]1[CH:27]=[CH:26][CH:25]=[CH:24][C:23]=1[N:28]=[C:29]=[O:30]. The yield is 0.910.